Dataset: Forward reaction prediction with 1.9M reactions from USPTO patents (1976-2016). Task: Predict the product of the given reaction. (1) Given the reactants [CH3:1][O:2][C:3](=[O:27])[C:4]1[CH:9]=[C:8]([O:10][CH3:11])[CH:7]=[CH:6][C:5]=1[NH:12][C:13]1[N:17]([C:18]2[CH:23]=[CH:22][CH:21]=[CH:20][C:19]=2[CH3:24])[N:16]=[C:15]([CH3:25])[C:14]=1Br.CC1(C)C(C)(C)OB([C:36]2[CH:37]=[CH:38][C:39]3[N:40]([N:42]=[CH:43][N:44]=3)[CH:41]=2)O1.C(=O)([O-])[O-].[Na+].[Na+].O, predict the reaction product. The product is: [CH3:1][O:2][C:3](=[O:27])[C:4]1[CH:9]=[C:8]([O:10][CH3:11])[CH:7]=[CH:6][C:5]=1[NH:12][C:13]1[N:17]([C:18]2[CH:23]=[CH:22][CH:21]=[CH:20][C:19]=2[CH3:24])[N:16]=[C:15]([CH3:25])[C:14]=1[C:36]1[CH:37]=[CH:38][C:39]2[N:40]([N:42]=[CH:43][N:44]=2)[CH:41]=1. (2) Given the reactants [C:1]([N:8]1[CH2:13][CH2:12][NH:11][CH2:10][CH2:9]1)([O:3][C:4]([CH3:7])([CH3:6])[CH3:5])=[O:2].[Na+].[I-].C([O-])([O-])=O.[K+].[K+].[C:22]([C:24]1[CH:29]=[C:28]([CH2:30][CH2:31]OS(C2C=CC=CC=2)(=O)=O)[CH:27]=[CH:26][N:25]=1)#[N:23].C(C1C=C(CCCl)C=CN=1)#N, predict the reaction product. The product is: [C:1]([N:8]1[CH2:9][CH2:10][N:11]([CH2:31][CH2:30][C:28]2[CH:27]=[CH:26][N:25]=[C:24]([C:22]#[N:23])[CH:29]=2)[CH2:12][CH2:13]1)([O:3][C:4]([CH3:7])([CH3:6])[CH3:5])=[O:2].